Dataset: Reaction yield outcomes from USPTO patents with 853,638 reactions. Task: Predict the reaction yield, written as a fraction of the theoretical maximum amount of product (1.0 means a 100% yield; for example, 0.34 means a 34% yield). (1) The reactants are [NH2:1][C:2]1[C:11]([F:12])=[C:10]([F:13])[C:9]2[O:14][CH2:15][C:16]([CH3:18])([CH3:17])[N:7]3[C:8]=2[C:3]=1[C:4](=[O:22])[C:5]([C:19]([NH2:21])=O)=[CH:6]3.C(N(CC)CC)C.O=P(Cl)(Cl)Cl. The catalyst is C(Cl)Cl. The product is [NH2:1][C:2]1[C:11]([F:12])=[C:10]([F:13])[C:9]2[O:14][CH2:15][C:16]([CH3:18])([CH3:17])[N:7]3[C:8]=2[C:3]=1[C:4](=[O:22])[C:5]([C:19]#[N:21])=[CH:6]3. The yield is 0.940. (2) The reactants are [CH2:1]([NH:5][C:6]1[CH:7]=[CH:8][C:9]2[N:10]([C:12](B(O)O)=[CH:13][N:14]=2)[N:11]=1)[CH2:2][CH2:3][CH3:4].Br[C:19]1[CH:20]=[CH:21][C:22]([CH2:25][NH2:26])=[N:23][CH:24]=1.[C:27](=[O:30])([O-])[O-:28].[K+].[K+]. The catalyst is C1C=CC(P(C2C=CC=CC=2)[C-]2C=CC=C2)=CC=1.C1C=CC(P(C2C=CC=CC=2)[C-]2C=CC=C2)=CC=1.Cl[Pd]Cl.[Fe+2].C(#N)C.O. The product is [C:27]([OH:28])(=[O:30])[CH3:1].[NH2:26][CH2:25][C:22]1[N:23]=[CH:24][C:19]([C:12]2[N:10]3[N:11]=[C:6]([NH:5][CH2:1][CH2:2][CH2:3][CH3:4])[CH:7]=[CH:8][C:9]3=[N:14][CH:13]=2)=[CH:20][CH:21]=1. The yield is 0.290. (3) The reactants are [C:1]([C:3]1[C:4]([NH2:10])=[N:5][C:6]([NH2:9])=[CH:7][CH:8]=1)#[CH:2].C([C:18]1[CH:23]=[CH:22][C:21]([CH2:24][C:25](Cl)=NO)=[C:20]([S:29][C:30]2[CH:35]=[CH:34][CH:33]=[CH:32][CH:31]=2)C=1)C1C=CC=CC=1.[CH2:36]([N:38](CC)CC)[CH3:37].[O:43]1CCCC1. No catalyst specified. The product is [CH2:20]([S:29][C:30]1[CH:31]=[CH:32][C:33]([CH2:37][C:36]2[CH:2]=[C:1]([C:3]3[C:4]([NH2:10])=[N:5][C:6]([NH2:9])=[CH:7][CH:8]=3)[O:43][N:38]=2)=[CH:34][CH:35]=1)[C:21]1[CH:22]=[CH:23][CH:18]=[CH:25][CH:24]=1. The yield is 0.550. (4) The reactants are [NH2:1][CH:2]1[CH2:7][CH2:6][N:5]([CH2:8][CH2:9][N:10]2[C:19]3[C:14](=[C:15]([F:21])[CH:16]=[C:17]([F:20])[CH:18]=3)[CH:13]=[CH:12][C:11]2=[O:22])[CH:4]([CH3:23])[CH2:3]1.[O:24]1[C:33]2[CH:32]=[C:31]([CH:34]=O)[N:30]=[CH:29][C:28]=2[O:27][CH2:26][CH2:25]1.C(O[BH-](OC(=O)C)OC(=O)C)(=O)C.[Na+]. The catalyst is ClC(Cl)C.CO. The product is [O:24]1[C:33]2[CH:32]=[C:31]([CH2:34][NH:1][CH:2]3[CH2:7][CH2:6][N:5]([CH2:8][CH2:9][N:10]4[C:19]5[C:14](=[C:15]([F:21])[CH:16]=[C:17]([F:20])[CH:18]=5)[CH:13]=[CH:12][C:11]4=[O:22])[CH:4]([CH3:23])[CH2:3]3)[N:30]=[CH:29][C:28]=2[O:27][CH2:26][CH2:25]1. The yield is 0.690. (5) The reactants are [CH3:1][C:2]([C:4]1[CH:9]=[CH:8][CH:7]=[C:6]([C:10]([F:13])([F:12])[F:11])[CH:5]=1)=[O:3].Br.[OH2:15]. The product is [O:3]=[C:2]([C:4]1[CH:9]=[CH:8][CH:7]=[C:6]([C:10]([F:11])([F:12])[F:13])[CH:5]=1)[CH:1]=[O:15]. No catalyst specified. The yield is 1.28.